Task: Predict which catalyst facilitates the given reaction.. Dataset: Catalyst prediction with 721,799 reactions and 888 catalyst types from USPTO (1) Reactant: [C:1]1([CH:7]2[NH:12][CH2:11][CH2:10][N:9]([C:13]([C:15]3[CH:20]=[CH:19][C:18]([C:21]4[CH:26]=[CH:25][CH:24]=[CH:23][C:22]=4[C:27]([F:30])([F:29])[F:28])=[CH:17][CH:16]=3)=[O:14])[CH2:8]2)[CH:6]=[CH:5][CH:4]=[CH:3][CH:2]=1.[CH:31](N(CC)C(C)C)(C)C.IC. Product: [CH3:31][N:12]1[CH2:11][CH2:10][N:9]([C:13]([C:15]2[CH:20]=[CH:19][C:18]([C:21]3[CH:26]=[CH:25][CH:24]=[CH:23][C:22]=3[C:27]([F:29])([F:30])[F:28])=[CH:17][CH:16]=2)=[O:14])[CH2:8][CH:7]1[C:1]1[CH:2]=[CH:3][CH:4]=[CH:5][CH:6]=1. The catalyst class is: 245. (2) The catalyst class is: 21. Reactant: [F:1][C:2]([F:7])([F:6])[C:3]([OH:5])=[O:4].[NH:8]1[C:12]2[CH:13]=[CH:14][CH:15]=[CH:16][C:11]=2[N:10]=[C:9]1[C:17]1[CH:18]=[C:19]([S:23]([C:26]2[CH:27]=[C:28]([C:33]([NH2:35])=[NH:34])[S:29][C:30]=2[S:31][CH3:32])(=[O:25])=[O:24])[CH:20]=[CH:21][CH:22]=1.C([O-])([O-])=O.[K+].[K+].I[CH2:43][CH3:44]. Product: [F:1][C:2]([F:7])([F:6])[C:3]([OH:5])=[O:4].[CH2:43]([N:8]1[C:12]2[CH:13]=[CH:14][CH:15]=[CH:16][C:11]=2[N:10]=[C:9]1[C:17]1[CH:18]=[C:19]([S:23]([C:26]2[CH:27]=[C:28]([C:33]([NH2:35])=[NH:34])[S:29][C:30]=2[S:31][CH3:32])(=[O:25])=[O:24])[CH:20]=[CH:21][CH:22]=1)[CH3:44]. (3) Reactant: FC(F)(F)C(O)=O.[N:8]1[C:17]2[C:12](=[CH:13][C:14]([CH2:18][C:19]3[N:23]4[N:24]=[C:25]([C:28]5[CH:29]=[N:30][N:31]([CH:33]6[CH2:38][CH2:37][N:36](C(OC(C)(C)C)=O)[CH2:35][CH2:34]6)[CH:32]=5)[CH:26]=[N:27][C:22]4=[N:21][CH:20]=3)=[CH:15][CH:16]=2)[CH:11]=[CH:10][CH:9]=1. Product: [NH:36]1[CH2:37][CH2:38][CH:33]([N:31]2[CH:32]=[C:28]([C:25]3[CH:26]=[N:27][C:22]4[N:23]([C:19]([CH2:18][C:14]5[CH:13]=[C:12]6[C:17](=[CH:16][CH:15]=5)[N:8]=[CH:9][CH:10]=[CH:11]6)=[CH:20][N:21]=4)[N:24]=3)[CH:29]=[N:30]2)[CH2:34][CH2:35]1. The catalyst class is: 2. (4) Reactant: [Li+].[OH-].C[O:4][C:5](=[O:45])[CH:6]([N:18]1[CH2:23][CH2:22][N:21]([C:24](=[O:42])[CH:25]([NH:34][C:35]([O:37][C:38]([CH3:41])([CH3:40])[CH3:39])=[O:36])[CH2:26][C:27]2[CH:32]=[CH:31][C:30]([Cl:33])=[CH:29][CH:28]=2)[CH:20]([CH2:43][CH3:44])[CH2:19]1)[CH2:7][C:8]1[CH:17]=[CH:16][C:15]2[C:10](=[CH:11][CH:12]=[CH:13][CH:14]=2)[CH:9]=1.Cl. Product: [C:38]([O:37][C:35]([NH:34][CH:25]([CH2:26][C:27]1[CH:32]=[CH:31][C:30]([Cl:33])=[CH:29][CH:28]=1)[C:24]([N:21]1[CH2:22][CH2:23][N:18]([CH:6]([CH2:7][C:8]2[CH:17]=[CH:16][C:15]3[C:10](=[CH:11][CH:12]=[CH:13][CH:14]=3)[CH:9]=2)[C:5]([OH:45])=[O:4])[CH2:19][CH:20]1[CH2:43][CH3:44])=[O:42])=[O:36])([CH3:39])([CH3:40])[CH3:41]. The catalyst class is: 20. (5) Reactant: [Br:1][C:2]1[CH:3]=[CH:4][C:5](=[O:25])[N:6]([CH2:10][CH2:11][C:12]2[CH:24]=[CH:23][C:15]([C:16]([O:18]C(C)(C)C)=[O:17])=[CH:14][CH:13]=2)[C:7]=1[CH2:8]Br.Cl.CNC1C=CC=C([C:35]([F:38])([F:37])[F:36])C=1.C([N:41]([CH2:44][CH3:45])[CH2:42]C)C.[C:46](OCC)(=O)C.CN1[C:57](=[O:58])[CH2:56][CH2:55]C1. Product: [Br:1][C:2]1[CH:3]=[CH:4][C:5](=[O:25])[N:6]([CH2:10][CH2:11][C:12]2[CH:13]=[CH:14][C:15]([C:16]([OH:18])=[O:17])=[CH:23][CH:24]=2)[C:7]=1[CH2:8][N:41]([CH3:42])[C:44]1[CH:45]=[CH:55][CH:56]=[C:57]([O:58][C:35]([F:36])([F:37])[F:38])[CH:46]=1. The catalyst class is: 6. (6) Reactant: [Si:1]([O:8][CH2:9][C@H:10]([CH3:28])[O:11][C:12]1[CH:13]=[C:14]([CH:24]=[C:25]([OH:27])[CH:26]=1)[C:15]([NH:17][C:18]1[CH:22]=[CH:21][N:20]([CH3:23])[N:19]=1)=[O:16])([C:4]([CH3:7])([CH3:6])[CH3:5])([CH3:3])[CH3:2].[CH3:29][N:30]1[C:38]2[C:33](=[CH:34][C:35](B(O)O)=[CH:36][CH:37]=2)[CH:32]=[CH:31]1.C(N(CC)CC)C. Product: [Si:1]([O:8][CH2:9][C@H:10]([CH3:28])[O:11][C:12]1[CH:13]=[C:14]([CH:24]=[C:25]([O:27][C:35]2[CH:34]=[C:33]3[C:38](=[CH:37][CH:36]=2)[N:30]([CH3:29])[CH:31]=[CH:32]3)[CH:26]=1)[C:15]([NH:17][C:18]1[CH:22]=[CH:21][N:20]([CH3:23])[N:19]=1)=[O:16])([C:4]([CH3:7])([CH3:5])[CH3:6])([CH3:3])[CH3:2]. The catalyst class is: 302. (7) Reactant: [NH:1]1[CH2:5][CH2:4][CH2:3][CH2:2]1.[Cl:6][C:7]1[C:12](Cl)=[CH:11][C:10]([NH2:14])=[C:9]([N+:15]([O-:17])=[O:16])[CH:8]=1. Product: [Cl:6][C:7]1[C:12]([N:1]2[CH2:5][CH2:4][CH2:3][CH2:2]2)=[CH:11][C:10]([NH2:14])=[C:9]([N+:15]([O-:17])=[O:16])[CH:8]=1. The catalyst class is: 6.